This data is from Full USPTO retrosynthesis dataset with 1.9M reactions from patents (1976-2016). The task is: Predict the reactants needed to synthesize the given product. Given the product [Br:23][C:21]1[N:22]=[C:17]([NH:14][CH:12]([C:11]2[C:2]([F:1])=[C:3]3[C:8](=[CH:9][C:10]=2[F:15])[N:7]=[CH:6][CH:5]=[CH:4]3)[CH3:13])[C:18]([NH2:24])=[N:19][CH:20]=1, predict the reactants needed to synthesize it. The reactants are: [F:1][C:2]1[C:11]([CH:12]([NH2:14])[CH3:13])=[C:10]([F:15])[CH:9]=[C:8]2[C:3]=1[CH:4]=[CH:5][CH:6]=[N:7]2.Br[C:17]1[C:18]([NH2:24])=[N:19][CH:20]=[C:21]([Br:23])[N:22]=1.CCN(C(C)C)C(C)C.